Dataset: NCI-60 drug combinations with 297,098 pairs across 59 cell lines. Task: Regression. Given two drug SMILES strings and cell line genomic features, predict the synergy score measuring deviation from expected non-interaction effect. (1) Drug 1: CCCCCOC(=O)NC1=NC(=O)N(C=C1F)C2C(C(C(O2)C)O)O. Drug 2: B(C(CC(C)C)NC(=O)C(CC1=CC=CC=C1)NC(=O)C2=NC=CN=C2)(O)O. Cell line: SF-539. Synergy scores: CSS=11.6, Synergy_ZIP=1.79, Synergy_Bliss=1.88, Synergy_Loewe=-66.8, Synergy_HSA=-1.67. (2) Drug 1: C1CNP(=O)(OC1)N(CCCl)CCCl. Drug 2: CCC1=C2N=C(C=C(N2N=C1)NCC3=C[N+](=CC=C3)[O-])N4CCCCC4CCO. Cell line: UACC62. Synergy scores: CSS=46.3, Synergy_ZIP=4.97, Synergy_Bliss=6.49, Synergy_Loewe=-62.7, Synergy_HSA=2.88. (3) Drug 1: CCCS(=O)(=O)NC1=C(C(=C(C=C1)F)C(=O)C2=CNC3=C2C=C(C=N3)C4=CC=C(C=C4)Cl)F. Drug 2: CC1=C2C(C(=O)C3(C(CC4C(C3C(C(C2(C)C)(CC1OC(=O)C(C(C5=CC=CC=C5)NC(=O)C6=CC=CC=C6)O)O)OC(=O)C7=CC=CC=C7)(CO4)OC(=O)C)O)C)OC(=O)C. Cell line: HCT-15. Synergy scores: CSS=12.5, Synergy_ZIP=6.89, Synergy_Bliss=9.36, Synergy_Loewe=0.781, Synergy_HSA=7.03. (4) Drug 1: CC1C(C(CC(O1)OC2CC(OC(C2O)C)OC3=CC4=CC5=C(C(=O)C(C(C5)C(C(=O)C(C(C)O)O)OC)OC6CC(C(C(O6)C)O)OC7CC(C(C(O7)C)O)OC8CC(C(C(O8)C)O)(C)O)C(=C4C(=C3C)O)O)O)O. Drug 2: CC(C)CN1C=NC2=C1C3=CC=CC=C3N=C2N. Cell line: TK-10. Synergy scores: CSS=3.41, Synergy_ZIP=1.33, Synergy_Bliss=0.934, Synergy_Loewe=-2.34, Synergy_HSA=0.189.